From a dataset of Catalyst prediction with 721,799 reactions and 888 catalyst types from USPTO. Predict which catalyst facilitates the given reaction. Reactant: [C:1]([O:5][C:6]([NH:8][C@@:9]1([C:33]([O:35][C:36]([CH3:39])([CH3:38])[CH3:37])=[O:34])[C@H:14]([CH2:15][S:16][C:17]2[CH:22]=[CH:21][C:20]([F:23])=[C:19]([CH3:24])[CH:18]=2)[C@H:13]([OH:25])[C@@H:12]2[C@H:10]1[C@H:11]2[C:26]([O:28][C:29]([CH3:32])([CH3:31])[CH3:30])=[O:27])=[O:7])([CH3:4])([CH3:3])[CH3:2].[CH3:40][S:41](Cl)(=[O:43])=[O:42]. Product: [C:1]([O:5][C:6]([NH:8][C@@:9]1([C:33]([O:35][C:36]([CH3:39])([CH3:38])[CH3:37])=[O:34])[C@H:14]([CH2:15][S:16][C:17]2[CH:22]=[CH:21][C:20]([F:23])=[C:19]([CH3:24])[CH:18]=2)[C@H:13]([O:25][S:41]([CH3:40])(=[O:43])=[O:42])[C@@H:12]2[C@H:10]1[C@H:11]2[C:26]([O:28][C:29]([CH3:30])([CH3:32])[CH3:31])=[O:27])=[O:7])([CH3:4])([CH3:2])[CH3:3]. The catalyst class is: 17.